Dataset: Peptide-MHC class I binding affinity with 185,985 pairs from IEDB/IMGT. Task: Regression. Given a peptide amino acid sequence and an MHC pseudo amino acid sequence, predict their binding affinity value. This is MHC class I binding data. (1) The peptide sequence is TVPASPGL. The MHC is H-2-Db with pseudo-sequence H-2-Db. The binding affinity (normalized) is 0. (2) The peptide sequence is PRGAPERQR. The MHC is HLA-A01:01 with pseudo-sequence HLA-A01:01. The binding affinity (normalized) is 0. (3) The peptide sequence is IVIYIVQML. The MHC is HLA-A02:03 with pseudo-sequence HLA-A02:03. The binding affinity (normalized) is 0.361.